This data is from Catalyst prediction with 721,799 reactions and 888 catalyst types from USPTO. The task is: Predict which catalyst facilitates the given reaction. (1) The catalyst class is: 345. Product: [Cl:1][C:2]1[CH:7]=[CH:6][C:5]([S:8]([CH:11]([C:12]2[CH:17]=[C:16]([F:18])[CH:15]=[CH:14][C:13]=2[F:19])[CH2:25][C:21]2[S:20][CH:24]=[CH:23][CH:22]=2)(=[O:10])=[O:9])=[CH:4][CH:3]=1. Reactant: [Cl:1][C:2]1[CH:7]=[CH:6][C:5]([S:8]([CH2:11][C:12]2[CH:17]=[C:16]([F:18])[CH:15]=[CH:14][C:13]=2[F:19])(=[O:10])=[O:9])=[CH:4][CH:3]=1.[S:20]1[CH:24]=[CH:23][CH:22]=[C:21]1[CH2:25]O.C(C=P(CCCC)(CCCC)CCCC)#N. (2) Reactant: [Cl:1][C:2]1[N:11]([C:12]2[CH:21]=[CH:20][CH:19]=[CH:18][C:13]=2[C:14](OC)=[O:15])[C:10](=[O:22])[C:9]2[C:4](=[CH:5][CH:6]=[CH:7][CH:8]=2)[N:3]=1.[CH3:23][N:24]1[CH2:29][CH2:28][N:27]([C:30]2[CH:37]=[CH:36][C:33]([CH2:34][NH2:35])=[CH:32][CH:31]=2)[CH2:26][CH2:25]1.C1COCC1.C(Cl)Cl.CCN(CC)CC.O. Product: [ClH:1].[CH3:23][N:24]1[CH2:29][CH2:28][N:27]([C:30]2[CH:37]=[CH:36][C:33]([CH2:34][N:35]3[C:14](=[O:15])[C:13]4[CH:18]=[CH:19][CH:20]=[CH:21][C:12]=4[N:11]4[C:10](=[O:22])[C:9]5[CH:8]=[CH:7][CH:6]=[CH:5][C:4]=5[N:3]=[C:2]34)=[CH:32][CH:31]=2)[CH2:26][CH2:25]1. The catalyst class is: 4.